Dataset: Reaction yield outcomes from USPTO patents with 853,638 reactions. Task: Predict the reaction yield, written as a fraction of the theoretical maximum amount of product (1.0 means a 100% yield; for example, 0.34 means a 34% yield). The reactants are O([CH2:9][CH:10]([CH2:16][CH2:17][CH3:18])[CH2:11][CH2:12][CH2:13][CH2:14][CH3:15])S(C(F)(F)F)(=O)=O.[CH3:19][C:20]1[CH:21]=[N:22][CH:23]=[C:24]([CH3:39])[C:25]=1[C:26]1[C:31]([CH3:32])=[CH:30][C:29]([CH:33]([C:36]#[N:37])[C:34]#[N:35])=[CH:28][C:27]=1[CH3:38].C[O-].[Na+]. The catalyst is C(Cl)Cl.CO. The product is [CH3:19][C:20]1[C:25](=[C:26]2[C:31]([CH3:32])=[CH:30][C:29](=[C:33]([C:34]#[N:35])[C:36]#[N:37])[CH:28]=[C:27]2[CH3:38])[C:24]([CH3:39])=[CH:23][N:22]([CH2:9][CH:10]([CH2:16][CH2:17][CH3:18])[CH2:11][CH2:12][CH2:13][CH2:14][CH3:15])[CH:21]=1. The yield is 0.669.